Dataset: Full USPTO retrosynthesis dataset with 1.9M reactions from patents (1976-2016). Task: Predict the reactants needed to synthesize the given product. Given the product [CH3:1][O:2][C:3]1[CH:4]=[C:5]2[C:10](=[CH:11][C:12]=1[O:13][CH3:14])[N:9]=[CH:8][N:7]=[C:6]2[O:15][C:16]1[CH:22]=[CH:21][C:19]([NH:20][C:37]([NH:50][CH2:49][CH2:48][N:47]([CH2:45][CH3:46])[C:51]2[CH:56]=[CH:55][CH:54]=[C:53]([CH3:57])[CH:52]=2)=[O:43])=[C:18]([N+:23]([O-:25])=[O:24])[CH:17]=1, predict the reactants needed to synthesize it. The reactants are: [CH3:1][O:2][C:3]1[CH:4]=[C:5]2[C:10](=[CH:11][C:12]=1[O:13][CH3:14])[N:9]=[CH:8][N:7]=[C:6]2[O:15][C:16]1[CH:22]=[CH:21][C:19]([NH2:20])=[C:18]([N+:23]([O-:25])=[O:24])[CH:17]=1.C(N(CC)CC)C.ClC(Cl)(O[C:37](=[O:43])OC(Cl)(Cl)Cl)Cl.[CH2:45]([N:47]([C:51]1[CH:56]=[CH:55][CH:54]=[C:53]([CH3:57])[CH:52]=1)[CH2:48][CH2:49][NH2:50])[CH3:46].